From a dataset of Full USPTO retrosynthesis dataset with 1.9M reactions from patents (1976-2016). Predict the reactants needed to synthesize the given product. (1) Given the product [CH3:13][N:17]([CH3:16])[C:2]1[CH:3]=[CH:4][C:5]([CH2:8][C:9]([O:11][CH3:12])=[O:10])=[N:6][CH:7]=1, predict the reactants needed to synthesize it. The reactants are: N[C:2]1[CH:3]=[CH:4][C:5]([CH2:8][C:9]([O:11][CH3:12])=[O:10])=[N:6][CH:7]=1.[CH2:13]=O.[BH3-][C:16]#[N:17].[Na+]. (2) The reactants are: ClC1C=C(C=CC=1Cl)O[CH:6]1[CH2:11][CH2:10][N:9]([S:12]([C:15]2[C:16]([CH3:22])=[N:17][N:18](C)[C:19]=2[CH3:20])(=[O:14])=[O:13])[CH2:8][CH2:7]1.ClC1C=C(C=CC=1Cl)NCC1CCN(S(C2C(C)=NN(C)C=2C)(=O)=O)CC1.Cl.Cl[C:56]1[CH:61]=[CH:60][C:59]([CH:62]([O:69][CH3:70])C2CCNCC2)=[CH:58][CH:57]=1. Given the product [CH3:20][C:19]1[C:15]([S:12]([N:9]2[CH2:8][CH2:7][CH:6]([CH:62]([O:69][CH3:70])[C:59]3[CH:60]=[CH:61][CH:56]=[CH:57][CH:58]=3)[CH2:11][CH2:10]2)(=[O:13])=[O:14])=[C:16]([CH3:22])[NH:17][N:18]=1, predict the reactants needed to synthesize it. (3) Given the product [CH3:1][N:2]1[N:3]=[C:4]([CH3:9])[C:5]([CH3:6])=[N+:7]1[O-:8], predict the reactants needed to synthesize it. The reactants are: [CH3:1][NH:2][N:3]=[C:4]([CH3:9])[C:5](=[N:7][OH:8])[CH3:6].N1C=CC=CC=1. (4) Given the product [CH3:25][C:24]1[CH:23]=[C:22]([OH:26])[C:21]([CH3:27])=[CH:20][C:19]=1[NH:18][C:2]1[CH:7]=[C:6]([C:8]([F:11])([F:10])[F:9])[N:5]=[C:4]([C:12]2[CH:17]=[CH:16][N:15]=[CH:14][CH:13]=2)[N:3]=1, predict the reactants needed to synthesize it. The reactants are: Cl[C:2]1[CH:7]=[C:6]([C:8]([F:11])([F:10])[F:9])[N:5]=[C:4]([C:12]2[CH:17]=[CH:16][N:15]=[CH:14][CH:13]=2)[N:3]=1.[NH2:18][C:19]1[C:24]([CH3:25])=[CH:23][C:22]([OH:26])=[C:21]([CH3:27])[CH:20]=1. (5) Given the product [CH2:7]([N:11]1[C:3]2[CH2:2][O:1][CH2:5][C:4]=2[S:12][C:13]1=[NH:14])[CH2:8][CH2:9][CH3:10], predict the reactants needed to synthesize it. The reactants are: [O:1]1[CH2:5][CH2:4][C:3](=O)[CH2:2]1.[CH2:7]([NH2:11])[CH2:8][CH2:9][CH3:10].[S-:12][C:13]#[N:14].[K+].II. (6) Given the product [Cl:1][C:2]1[N:7]=[C:6]2[N:8]([CH3:19])[C:9]([C:11]3[CH:12]=[C:13]([CH2:17][NH:25][S:22]([CH2:20][CH3:21])(=[O:24])=[O:23])[CH:14]=[N:15][CH:16]=3)=[CH:10][C:5]2=[CH:4][CH:3]=1, predict the reactants needed to synthesize it. The reactants are: [Cl:1][C:2]1[N:7]=[C:6]2[N:8]([CH3:19])[C:9]([C:11]3[CH:12]=[C:13]([CH:17]=O)[CH:14]=[N:15][CH:16]=3)=[CH:10][C:5]2=[CH:4][CH:3]=1.[CH2:20]([S:22]([NH2:25])(=[O:24])=[O:23])[CH3:21].C1(C)C=CC=CC=1.[BH4-].[Na+]. (7) Given the product [CH2:24]([S:28]([N:13]1[C:14]([C:16]2[CH:17]=[CH:18][CH:19]=[CH:20][CH:21]=2)=[CH:15][C:11]([CH2:10][NH:2][CH3:3])=[CH:12]1)(=[O:30])=[O:29])[CH2:25][CH2:26][CH3:27], predict the reactants needed to synthesize it. The reactants are: C[N:2]([CH2:10][C:11]1[CH:15]=[C:14]([C:16]2[CH:21]=[CH:20][CH:19]=[CH:18][CH:17]=2)[NH:13][CH:12]=1)[C:3](=O)OC(C)(C)C.[H-].[Na+].[CH2:24]([S:28](Cl)(=[O:30])=[O:29])[CH2:25][CH2:26][CH3:27].